The task is: Predict the product of the given reaction.. This data is from Forward reaction prediction with 1.9M reactions from USPTO patents (1976-2016). Given the reactants [C:1]1([C:21]2[CH:26]=[CH:25][CH:24]=[CH:23][CH:22]=2)[CH:6]=[CH:5][C:4]([NH:7][C:8](=[O:20])[C:9]2[CH:14]=[CH:13][C:12]([S:15][CH3:16])=[C:11]([N+:17]([O-])=O)[CH:10]=2)=[CH:3][CH:2]=1.CO.C1COCC1, predict the reaction product. The product is: [NH2:17][C:11]1[CH:10]=[C:9]([CH:14]=[CH:13][C:12]=1[S:15][CH3:16])[C:8]([NH:7][C:4]1[CH:3]=[CH:2][C:1]([C:21]2[CH:26]=[CH:25][CH:24]=[CH:23][CH:22]=2)=[CH:6][CH:5]=1)=[O:20].